Dataset: Catalyst prediction with 721,799 reactions and 888 catalyst types from USPTO. Task: Predict which catalyst facilitates the given reaction. Reactant: [NH2:1][C:2]1[CH:7]=[CH:6][CH:5]=[CH:4][CH:3]=1.C(N(CC)CC)C.[C:15]([C:19]1[S:20][CH:21]=[CH:22][C:23]=1[S:24](Cl)(=[O:26])=[O:25])([O:17][CH3:18])=[O:16]. Product: [CH3:18][O:17][C:15]([C:19]1[S:20][CH:21]=[CH:22][C:23]=1[S:24](=[O:26])(=[O:25])[NH:1][C:2]1[CH:7]=[CH:6][CH:5]=[CH:4][CH:3]=1)=[O:16]. The catalyst class is: 1.